Dataset: Full USPTO retrosynthesis dataset with 1.9M reactions from patents (1976-2016). Task: Predict the reactants needed to synthesize the given product. Given the product [C:12]([CH2:13][CH2:14][CH2:17][C:18]1[CH:23]=[CH:22][CH:21]=[CH:20][C:19]=1[S:24][C:25]1[C:26]([CH2:31][CH2:5][CH2:6][C:7]#[N:8])=[CH:27][CH:28]=[CH:29][CH:30]=1)#[N:15], predict the reactants needed to synthesize it. The reactants are: C([C:5]1C=C[N:8]=[CH:7][CH:6]=1)(C)(C)C.O.[C:12](#[N:15])[CH:13]=[CH2:14].Br[CH2:17][C:18]1[CH:23]=[CH:22][CH:21]=[CH:20][C:19]=1[S:24][C:25]1[CH:30]=[CH:29][CH:28]=[CH:27][C:26]=1[CH2:31]Br.[Cl-].[NH4+].